This data is from Forward reaction prediction with 1.9M reactions from USPTO patents (1976-2016). The task is: Predict the product of the given reaction. Given the reactants [C:1]([OH:8])(=[O:7])/[CH:2]=[CH:3]\[C:4]([OH:6])=[O:5].[Br:9][C:10]1[CH:28]=[N:27][C:13]2[N:14]=[C:15]([N:21]3[CH2:24][CH:23]([NH:25][CH3:26])[CH2:22]3)[C:16]3[N:17]([CH:18]=[N:19][N:20]=3)[C:12]=2[CH:11]=1, predict the reaction product. The product is: [C:1]([OH:8])(=[O:7])/[CH:2]=[CH:3]\[C:4]([OH:6])=[O:5].[Br:9][C:10]1[CH:28]=[N:27][C:13]2[N:14]=[C:15]([N:21]3[CH2:24][CH:23]([NH:25][CH3:26])[CH2:22]3)[C:16]3[N:17]([CH:18]=[N:19][N:20]=3)[C:12]=2[CH:11]=1.